Predict the product of the given reaction. From a dataset of Forward reaction prediction with 1.9M reactions from USPTO patents (1976-2016). (1) The product is: [CH3:1][C:2]([CH3:40])=[CH:3][CH2:4][CH2:5]/[C:6](/[CH3:39])=[CH:7]/[CH:8]=[CH:9]/[C:10](/[CH3:38])=[CH:11]/[CH:12]=[CH:13]/[C:14](/[CH3:37])=[CH:15]/[CH:16]=[CH:17]/[CH:18]=[C:19](\[CH3:36])/[CH:20]=[CH:21]/[CH:22]=[C:23](\[CH3:35])/[CH:24]=[CH:25]/[CH:26]=[C:27](\[CH3:34])/[CH2:28][CH2:29][CH:30]=[C:31]([CH3:33])[CH3:32].[C:41]1([CH:49]=[CH:50][C:51]2[CH:57]=[CH:56][C:54]([OH:55])=[CH:53][CH:52]=2)[CH:48]=[C:46]([OH:47])[CH:45]=[C:43]([OH:44])[CH:42]=1. Given the reactants [CH3:1][C:2]([CH3:40])=[CH:3][CH2:4][CH2:5]/[C:6](/[CH3:39])=[CH:7]/[CH:8]=[CH:9]/[C:10](/[CH3:38])=[CH:11]/[CH:12]=[CH:13]/[C:14](/[CH3:37])=[CH:15]/[CH:16]=[CH:17]/[CH:18]=[C:19](\[CH3:36])/[CH:20]=[CH:21]/[CH:22]=[C:23](\[CH3:35])/[CH:24]=[CH:25]/[CH:26]=[C:27](\[CH3:34])/[CH2:28][CH2:29][CH:30]=[C:31]([CH3:33])[CH3:32].[C:41]1([CH:49]=[CH:50][C:51]2[CH:57]=[CH:56][C:54]([OH:55])=[CH:53][CH:52]=2)[CH:48]=[C:46]([OH:47])[CH:45]=[C:43]([OH:44])[CH:42]=1, predict the reaction product. (2) Given the reactants ClC1C2C(=CC(OCCOC)=C(OCCOC)C=2)N=CN=1.[CH3:22][O:23][CH2:24][CH2:25][O:26][C:27]1[CH:28]=[C:29]2[C:41]([NH:42][C:43]3[CH:44]=[CH:45][CH:46]=[C:47]([C:49]#[CH:50])[CH:48]=3)=[N:40][CH:39]=[N:38][C:30]2=[CH:31][C:32]=1[O:33][CH2:34][CH2:35][O:36][CH3:37].Cl.C(O[Na])(C)=O, predict the reaction product. The product is: [CH3:22][O:23][CH2:24][CH2:25][O:26][C:27]1[CH:28]=[C:29]2[C:41]([NH:42][C:43]3[CH:48]=[C:47]([C:49]#[CH:50])[CH:46]=[CH:45][CH:44]=3)=[N:40][CH:39]=[N:38][C:30]2=[CH:31][C:32]=1[O:33][CH2:34][CH2:35][O:36][CH3:37]. (3) Given the reactants [NH2:1][C:2]1[C:3]([CH3:13])=[C:4]([CH:9]=[C:10]([Br:12])[CH:11]=1)[C:5]([O:7][CH3:8])=[O:6].[CH3:14][C:15]([CH3:17])=O.C([BH3-])#N.[Na+].[NH4+].[Cl-], predict the reaction product. The product is: [Br:12][C:10]1[CH:11]=[C:2]([NH:1][CH:15]([CH3:17])[CH3:14])[C:3]([CH3:13])=[C:4]([CH:9]=1)[C:5]([O:7][CH3:8])=[O:6]. (4) Given the reactants [F:1][C:2]([F:12])([F:11])[C:3]1[CH:10]=[CH:9][C:6]([CH2:7]Br)=[CH:5][CH:4]=1.[Br:13][CH2:14][C@H:15]1[C:24]2[C:19](=[C:20]([O:26][CH3:27])[C:21]([CH3:25])=[CH:22][CH:23]=2)[CH2:18][C@@H:17]([CH:28]2[CH2:33][CH2:32][NH:31][CH2:30][CH2:29]2)[O:16]1, predict the reaction product. The product is: [F:1][C:2]([F:12])([F:11])[C:3]1[CH:10]=[CH:9][C:6]([CH2:7][N:31]2[CH2:32][CH2:33][CH:28]([C@@H:17]3[CH2:18][C:19]4[C:24](=[CH:23][CH:22]=[C:21]([CH3:25])[C:20]=4[O:26][CH3:27])[C@H:15]([CH2:14][Br:13])[O:16]3)[CH2:29][CH2:30]2)=[CH:5][CH:4]=1. (5) Given the reactants [F:1][C:2]1[CH:3]=[C:4]([C:9]2([O:14][CH3:15])[CH2:13][CH2:12][NH:11][CH2:10]2)[CH:5]=[CH:6][C:7]=1[F:8].C(N(CC)CC)C.[CH2:23](I)[CH2:24][CH3:25], predict the reaction product. The product is: [F:1][C:2]1[CH:3]=[C:4]([C:9]2([O:14][CH3:15])[CH2:13][CH2:12][N:11]([CH2:23][CH2:24][CH3:25])[CH2:10]2)[CH:5]=[CH:6][C:7]=1[F:8]. (6) The product is: [C:17]([O:21][C:22](=[O:23])[NH:24][C@H:25]([C:29]([N:12]1[CH2:11][CH2:10][CH:9]([C:6]2[C:5]3[CH:15]=[CH:16][C:2]([F:1])=[CH:3][C:4]=3[O:8][N:7]=2)[CH2:14][CH2:13]1)=[O:30])[CH:26]([CH3:27])[CH3:28])([CH3:18])([CH3:20])[CH3:19]. Given the reactants [F:1][C:2]1[CH:16]=[CH:15][C:5]2[C:6]([CH:9]3[CH2:14][CH2:13][NH:12][CH2:11][CH2:10]3)=[N:7][O:8][C:4]=2[CH:3]=1.[C:17]([O:21][C:22]([NH:24][C@H:25]([C:29](O)=[O:30])[CH:26]([CH3:28])[CH3:27])=[O:23])([CH3:20])([CH3:19])[CH3:18], predict the reaction product. (7) The product is: [CH2:1]([O:8][CH2:9][O:10][C:11]1[C:12]([CH:29]=[O:30])=[C:13]([F:18])[C:14]([Br:17])=[CH:15][CH:16]=1)[C:2]1[CH:3]=[CH:4][CH:5]=[CH:6][CH:7]=1. Given the reactants [CH2:1]([O:8][CH2:9][O:10][C:11]1[CH:16]=[CH:15][C:14]([Br:17])=[C:13]([F:18])[CH:12]=1)[C:2]1[CH:7]=[CH:6][CH:5]=[CH:4][CH:3]=1.C([N-]C(C)C)(C)C.[Li+].CN(C)[CH:29]=[O:30], predict the reaction product.